Predict the reaction yield, written as a fraction of the theoretical maximum amount of product (1.0 means a 100% yield; for example, 0.34 means a 34% yield). From a dataset of Reaction yield outcomes from USPTO patents with 853,638 reactions. (1) The reactants are [NH2:1][C:2]1[CH:20]=[CH:19][C:5]2[N:6]=[C:7]([NH:10][C:11]3[C:16]([Cl:17])=[CH:15][CH:14]=[CH:13][C:12]=3[Cl:18])[N:8]([CH3:9])[C:4]=2[C:3]=1[C:21]#[N:22].[OH:23]S(O)(=O)=O.C(=O)([O-])[O-].[Na+].[Na+]. The catalyst is CCOCC. The product is [NH2:1][C:2]1[CH:20]=[CH:19][C:5]2[N:6]=[C:7]([NH:10][C:11]3[C:16]([Cl:17])=[CH:15][CH:14]=[CH:13][C:12]=3[Cl:18])[N:8]([CH3:9])[C:4]=2[C:3]=1[C:21]([NH2:22])=[O:23]. The yield is 0.660. (2) The reactants are [F:1][C:2]1[CH:25]=[CH:24][C:5]([C:6]([C@@H:8]2[CH2:12][CH2:11][C:10](=[O:13])[N:9]2[CH2:14][CH2:15][NH:16][C:17](=[O:23])[O:18][C:19]([CH3:22])([CH3:21])[CH3:20])=[O:7])=[C:4]([CH3:26])[CH:3]=1. The catalyst is C1COCC1. The product is [F:1][C:2]1[CH:25]=[CH:24][C:5]([C@@H:6]([OH:7])[C@@H:8]2[CH2:12][CH2:11][C:10](=[O:13])[N:9]2[CH2:14][CH2:15][NH:16][C:17](=[O:23])[O:18][C:19]([CH3:21])([CH3:22])[CH3:20])=[C:4]([CH3:26])[CH:3]=1. The yield is 0.900. (3) The reactants are [CH:1]1([C:7]2[C:8]3[CH:26]=[CH:25][C:24]([C:27]([OH:29])=O)=[CH:23][C:9]=3[N:10]3[C:16]=2[C:15]2[CH:17]=[CH:18][C:19]([O:21][CH3:22])=[CH:20][C:14]=2[O:13][CH2:12][CH2:11]3)[CH2:6][CH2:5][CH2:4][CH2:3][CH2:2]1.Cl.[NH2:31][C:32]1([C:36]([NH:38][C:39]2[CH:44]=[CH:43][C:42](/[CH:45]=[CH:46]/[C:47]([O:49][CH2:50][CH3:51])=[O:48])=[CH:41][CH:40]=2)=[O:37])[CH2:35][CH2:34][CH2:33]1.O.ON1C2C=CC=CC=2N=N1.Cl.C(N=C=NCCCN(C)C)C.C(N(CC)CC)C. The catalyst is CN(C)C=O.O. The product is [CH:1]1([C:7]2[C:8]3[CH:26]=[CH:25][C:24]([C:27]([NH:31][C:32]4([C:36]([NH:38][C:39]5[CH:44]=[CH:43][C:42](/[CH:45]=[CH:46]/[C:47]([O:49][CH2:50][CH3:51])=[O:48])=[CH:41][CH:40]=5)=[O:37])[CH2:35][CH2:34][CH2:33]4)=[O:29])=[CH:23][C:9]=3[N:10]3[C:16]=2[C:15]2[CH:17]=[CH:18][C:19]([O:21][CH3:22])=[CH:20][C:14]=2[O:13][CH2:12][CH2:11]3)[CH2:2][CH2:3][CH2:4][CH2:5][CH2:6]1. The yield is 0.600. (4) The reactants are C(N[C:7]1[S:8][C:9]2[CH:15]=[C:14]([O:16][S:17]([C:20]3[CH:25]=[CH:24][C:23]([F:26])=[CH:22][CH:21]=3)(=[O:19])=[O:18])[CH:13]=[CH:12][C:10]=2[N:11]=1)(=O)C(C)C.[NH2:27]C1SC2C=C(OS(C3C=CC(F)=CC=3)(=O)=O)C=CC=2N=1.[C:48]([OH:53])(=O)[CH:49]([CH3:51])[CH3:50]. No catalyst specified. The product is [C:48]([C:7]1[S:8][C:9]2[CH:15]=[C:14]([O:16][S:17]([C:20]3[CH:25]=[CH:24][C:23]([F:26])=[CH:22][CH:21]=3)(=[O:19])=[O:18])[CH:13]=[C:12]([NH2:27])[C:10]=2[N:11]=1)(=[O:53])[CH:49]([CH3:51])[CH3:50]. The yield is 0.860.